Dataset: CYP2C19 inhibition data for predicting drug metabolism from PubChem BioAssay. Task: Regression/Classification. Given a drug SMILES string, predict its absorption, distribution, metabolism, or excretion properties. Task type varies by dataset: regression for continuous measurements (e.g., permeability, clearance, half-life) or binary classification for categorical outcomes (e.g., BBB penetration, CYP inhibition). Dataset: cyp2c19_veith. The compound is CC1(C)CC(=O)c2cnc(N)nc2C1. The result is 0 (non-inhibitor).